This data is from Full USPTO retrosynthesis dataset with 1.9M reactions from patents (1976-2016). The task is: Predict the reactants needed to synthesize the given product. (1) Given the product [CH3:1][C:2]1[C:10]([CH2:11][CH2:12][N:15]2[CH2:20][CH2:19][CH:18]([C:21]([O:23][C:24]([CH3:27])([CH3:26])[CH3:25])=[O:22])[CH2:17][CH2:16]2)=[CH:9][CH:8]=[C:7]2[C:3]=1[CH2:4][O:5][C:6]2=[O:14], predict the reactants needed to synthesize it. The reactants are: [CH3:1][C:2]1[C:10]([CH2:11][CH:12]=O)=[CH:9][CH:8]=[C:7]2[C:3]=1[CH2:4][O:5][C:6]2=[O:14].[NH:15]1[CH2:20][CH2:19][CH:18]([C:21]([O:23][C:24]([CH3:27])([CH3:26])[CH3:25])=[O:22])[CH2:17][CH2:16]1.[BH3-]C#N.[Na+]. (2) Given the product [Cl:8][C:7]1[C:2]([C:17]2[CH:18]=[C:19]([N+:23]([O-:25])=[O:24])[C:20]([F:22])=[CH:21][C:16]=2[F:15])=[N:3][CH:4]=[N:5][C:6]=1[CH3:9], predict the reactants needed to synthesize it. The reactants are: Cl[C:2]1[C:7]([Cl:8])=[CH:6][N:5]=[CH:4][N:3]=1.[C:9](=O)([O-])O.[Na+].O.[F:15][C:16]1[CH:21]=[C:20]([F:22])[C:19]([N+:23]([O-:25])=[O:24])=[CH:18][C:17]=1B(O)O. (3) Given the product [NH3:6].[CH3:1][C:2]1[CH:3]=[C:4]([CH:7]=[CH:8][C:9]=1[S:10]([N:13]1[CH2:18][CH2:17][N:16]([C:27]([C:24]2[CH:25]=[N:26][C:21]([CH3:20])=[CH:22][CH:23]=2)=[O:28])[C@@H:15]([CH3:19])[CH2:14]1)(=[O:12])=[O:11])[C:5]#[N:6], predict the reactants needed to synthesize it. The reactants are: [CH3:1][C:2]1[CH:3]=[C:4]([CH:7]=[CH:8][C:9]=1[S:10]([N:13]1[CH2:18][CH2:17][NH:16][C@@H:15]([CH3:19])[CH2:14]1)(=[O:12])=[O:11])[C:5]#[N:6].[CH3:20][C:21]1[N:26]=[CH:25][C:24]([C:27](O)=[O:28])=[CH:23][CH:22]=1.CCN(C(C)C)C(C)C.CN(C(ON1N=NC2C=CC=NC1=2)=[N+](C)C)C.F[P-](F)(F)(F)(F)F. (4) Given the product [CH3:1][O:2][C:3]1[N:8]=[C:7]2[CH:9]=[CH:10][N:11]([CH3:12])[C:6]2=[CH:5][C:4]=1[C:30]1[CH2:35][CH2:34][N:33]([C:36]([O:38][C:39]([CH3:42])([CH3:41])[CH3:40])=[O:37])[CH2:32][CH:31]=1, predict the reactants needed to synthesize it. The reactants are: [CH3:1][O:2][C:3]1[N:8]=[C:7]2[CH:9]=[CH:10][N:11]([CH3:12])[C:6]2=[CH:5][C:4]=1B(O)O.C(=O)([O-])[O-].[Na+].[Na+].[Cl-].[Li+].FC(F)(F)S(O[C:30]1[CH2:35][CH2:34][N:33]([C:36]([O:38][C:39]([CH3:42])([CH3:41])[CH3:40])=[O:37])[CH2:32][CH:31]=1)(=O)=O. (5) Given the product [Cl:12][C:13]1[CH:14]=[C:15]([NH:16][C:2]2[C:3]3[N:10]([CH3:11])[CH:9]=[CH:8][C:4]=3[N:5]=[CH:6][N:7]=2)[CH:17]=[CH:18][C:19]=1[O:20][C:21]1[CH:26]=[CH:25][N:24]2[N:27]=[CH:28][N:29]=[C:23]2[CH:22]=1, predict the reactants needed to synthesize it. The reactants are: Cl[C:2]1[C:3]2[N:10]([CH3:11])[CH:9]=[CH:8][C:4]=2[N:5]=[CH:6][N:7]=1.[Cl:12][C:13]1[CH:14]=[C:15]([CH:17]=[CH:18][C:19]=1[O:20][C:21]1[CH:26]=[CH:25][N:24]2[N:27]=[CH:28][N:29]=[C:23]2[CH:22]=1)[NH2:16].Cl.N1C=CC=CC=1.C(=O)([O-])O.[Na+]. (6) The reactants are: N1C=CC=C(CCN)C=1.C(I)CCCC.[N:16]1[CH:21]=[CH:20][CH:19]=[C:18]([CH2:22][CH2:23][NH:24][CH2:25][CH2:26][CH2:27][CH2:28][CH3:29])[CH:17]=1.Cl[C:31]([O:33][CH3:34])=[O:32]. Given the product [CH2:25]([N:24]([CH2:23][CH2:22][C:18]1[CH:17]=[N:16][CH:21]=[CH:20][CH:19]=1)[C:31](=[O:32])[O:33][CH3:34])[CH2:26][CH2:27][CH2:28][CH3:29], predict the reactants needed to synthesize it. (7) Given the product [C:27]([C:22]1([CH2:21][CH2:20][CH2:19][CH2:18][C:17](=[O:34])[CH2:16][CH2:15][CH2:14][CH2:13][C:8]2([C:6]([OH:7])=[O:5])[CH2:12][CH2:11][CH2:10][CH2:9]2)[CH2:23][CH2:24][CH2:25][CH2:26]1)([OH:29])=[O:28], predict the reactants needed to synthesize it. The reactants are: C([O:5][C:6]([C:8]1([CH2:13][CH2:14][CH2:15][CH2:16][C:17](=[O:34])[CH2:18][CH2:19][CH2:20][CH2:21][C:22]2([C:27]([O:29]CCCC)=[O:28])[CH2:26][CH2:25][CH2:24][CH2:23]2)[CH2:12][CH2:11][CH2:10][CH2:9]1)=[O:7])CCC.O[Li].O.